Dataset: Full USPTO retrosynthesis dataset with 1.9M reactions from patents (1976-2016). Task: Predict the reactants needed to synthesize the given product. Given the product [CH2:8]([NH:7][CH2:1][P:3]([OH:4])([OH:5])=[O:6])[C:9]([OH:11])=[O:10], predict the reactants needed to synthesize it. The reactants are: [CH:1]([P:3](=[O:6])([OH:5])[OH:4])=O.[NH2:7][CH2:8][C:9]([OH:11])=[O:10].